From a dataset of Catalyst prediction with 721,799 reactions and 888 catalyst types from USPTO. Predict which catalyst facilitates the given reaction. Product: [CH3:1][O:2][C:3]1[N:8]=[CH:7][C:6]([C:9]2[N:14]=[C:13]([N:26]3[CH:30]=[N:29][CH:28]=[N:27]3)[C:12]3=[C:16]([CH3:20])[N:17]=[C:18]([CH3:19])[N:11]3[N:10]=2)=[CH:5][CH:4]=1. Reactant: [CH3:1][O:2][C:3]1[N:8]=[CH:7][C:6]([C:9]2[NH:14][C:13](=O)[C:12]3=[C:16]([CH3:20])[N:17]=[C:18]([CH3:19])[N:11]3[N:10]=2)=[CH:5][CH:4]=1.P(Cl)(Cl)(Cl)=O.[NH:26]1[CH:30]=[N:29][CH:28]=[N:27]1.N1C=CC=CC=1. The catalyst class is: 12.